From a dataset of Forward reaction prediction with 1.9M reactions from USPTO patents (1976-2016). Predict the product of the given reaction. (1) Given the reactants [N:1]1[CH:2]=[CH:3][N:4]2[CH:9]=[CH:8][CH:7]=[C:6]([C:10](OC)=[O:11])[C:5]=12.CC(C[AlH]CC(C)C)C, predict the reaction product. The product is: [N:1]1[CH:2]=[CH:3][N:4]2[CH:9]=[CH:8][CH:7]=[C:6]([CH:10]=[O:11])[C:5]=12. (2) Given the reactants Cl[C:2]1[N:7]=[C:6]([Cl:8])[N:5]=[CH:4][N:3]=1.C(=O)([O-])[O-].[K+].[K+].[CH:15]([CH:18]1[NH:23][CH2:22][CH2:21][N:20]([C:24]([O:26][C:27]([CH3:30])([CH3:29])[CH3:28])=[O:25])[CH2:19]1)([CH3:17])[CH3:16], predict the reaction product. The product is: [Cl:8][C:6]1[N:5]=[CH:4][N:3]=[C:2]([N:23]2[CH2:22][CH2:21][N:20]([C:24]([O:26][C:27]([CH3:29])([CH3:28])[CH3:30])=[O:25])[CH2:19][CH:18]2[CH:15]([CH3:17])[CH3:16])[N:7]=1. (3) Given the reactants [C:1]([O:5][C:6]([NH:8][C@@H:9]([CH2:15][C:16]1[CH:21]=[CH:20][CH:19]=[CH:18][CH:17]=1)[C@H:10]([OH:14])[C:11]([OH:13])=O)=[O:7])([CH3:4])([CH3:3])[CH3:2].O[N:23]1[C:27]2C=CC=C[C:26]=2N=N1.Cl.C(N=C=NCCCN(C)C)C.C(N)C, predict the reaction product. The product is: [CH3:4][C:1]([O:5][C:6](=[O:7])[NH:8][C@@H:9]([CH2:15][C:16]1[CH:21]=[CH:20][CH:19]=[CH:18][CH:17]=1)[CH:10]([OH:14])[C:11]([NH:23][CH2:27][CH3:26])=[O:13])([CH3:2])[CH3:3]. (4) The product is: [NH:21]1[CH:25]=[CH:24][N:23]=[C:22]1[C:26]1[C:34]2[C:29](=[N:30][CH:31]=[CH:32][CH:33]=2)[N:28]([CH2:35][C:36]([N:17]2[CH2:18][CH2:19][N:14]([C:9]3[CH:10]=[CH:11][C:12]([Cl:13])=[C:7]([O:6][CH2:5][CH2:4][F:3])[CH:8]=3)[CH2:15][C@@H:16]2[CH3:20])=[O:37])[N:27]=1. Given the reactants Cl.Cl.[F:3][CH2:4][CH2:5][O:6][C:7]1[CH:8]=[C:9]([N:14]2[CH2:19][CH2:18][NH:17][C@@H:16]([CH3:20])[CH2:15]2)[CH:10]=[CH:11][C:12]=1[Cl:13].[NH:21]1[CH:25]=[CH:24][N:23]=[C:22]1[C:26]1[C:34]2[C:29](=[N:30][CH:31]=[CH:32][CH:33]=2)[N:28]([CH2:35][C:36](O)=[O:37])[N:27]=1.CN(C(ON1N=NC2C=CC=CC1=2)=[N+](C)C)C.F[P-](F)(F)(F)(F)F.CCN(C(C)C)C(C)C, predict the reaction product. (5) Given the reactants ClC1C(C(O)=O)=CC(C)=C2C=1C=CN2.[Cl:15][C:16]1[C:24]([C:25]([O:27]C)=[O:26])=[CH:23][C:22]([N+:29]([O-:31])=[O:30])=[C:21]2[C:17]=1[CH:18]=[CH:19][NH:20]2, predict the reaction product. The product is: [Cl:15][C:16]1[C:24]([C:25]([OH:27])=[O:26])=[CH:23][C:22]([N+:29]([O-:31])=[O:30])=[C:21]2[C:17]=1[CH:18]=[CH:19][NH:20]2.